This data is from NCI-60 drug combinations with 297,098 pairs across 59 cell lines. The task is: Regression. Given two drug SMILES strings and cell line genomic features, predict the synergy score measuring deviation from expected non-interaction effect. (1) Drug 1: COC1=NC(=NC2=C1N=CN2C3C(C(C(O3)CO)O)O)N. Drug 2: CCC1=C2CN3C(=CC4=C(C3=O)COC(=O)C4(CC)O)C2=NC5=C1C=C(C=C5)O. Cell line: NCI-H322M. Synergy scores: CSS=-3.61, Synergy_ZIP=1.26, Synergy_Bliss=-3.82, Synergy_Loewe=-2.19, Synergy_HSA=-7.40. (2) Drug 1: CCC(=C(C1=CC=CC=C1)C2=CC=C(C=C2)OCCN(C)C)C3=CC=CC=C3.C(C(=O)O)C(CC(=O)O)(C(=O)O)O. Drug 2: CC1C(C(CC(O1)OC2CC(CC3=C2C(=C4C(=C3O)C(=O)C5=C(C4=O)C(=CC=C5)OC)O)(C(=O)CO)O)N)O.Cl. Cell line: HCC-2998. Synergy scores: CSS=44.2, Synergy_ZIP=1.59, Synergy_Bliss=3.66, Synergy_Loewe=-0.873, Synergy_HSA=3.33. (3) Drug 1: CN(C(=O)NC(C=O)C(C(C(CO)O)O)O)N=O. Drug 2: C1CCC(C(C1)N)N.C(=O)(C(=O)[O-])[O-].[Pt+4]. Cell line: HS 578T. Synergy scores: CSS=0.0165, Synergy_ZIP=-3.70, Synergy_Bliss=-7.20, Synergy_Loewe=-5.89, Synergy_HSA=-6.24. (4) Drug 2: CC(C)(C#N)C1=CC=C(C=C1)N2C3=C4C=C(C=CC4=NC=C3N(C2=O)C)C5=CC6=CC=CC=C6N=C5. Cell line: UACC62. Drug 1: CC1=C(C(=O)C2=C(C1=O)N3CC4C(C3(C2COC(=O)N)OC)N4)N. Synergy scores: CSS=67.7, Synergy_ZIP=3.21, Synergy_Bliss=2.70, Synergy_Loewe=7.02, Synergy_HSA=11.2.